This data is from Full USPTO retrosynthesis dataset with 1.9M reactions from patents (1976-2016). The task is: Predict the reactants needed to synthesize the given product. (1) Given the product [CH3:25][C@@H:24]([NH:26][CH2:39][CH2:40][CH2:41][C:42]1[CH:47]=[CH:46][CH:45]=[C:44]([C:48]([F:49])([F:50])[F:51])[CH:43]=1)[C:14]1[CH:15]=[CH:16][CH:17]=[C:18]2[CH:19]=[CH:20][CH:21]=[CH:22][C:23]=12, predict the reactants needed to synthesize it. The reactants are: C1(S)C=CC=CC=1.C(=O)([O-])[O-].[K+].[K+].[C:14]1([CH:24]([N:26]([CH2:39][CH2:40][CH2:41][C:42]2[CH:47]=[CH:46][CH:45]=[C:44]([C:48]([F:51])([F:50])[F:49])[CH:43]=2)S(C2C=CC([N+]([O-])=O)=CC=2)(=O)=O)[CH3:25])[C:23]2[C:18](=[CH:19][CH:20]=[CH:21][CH:22]=2)[CH:17]=[CH:16][CH:15]=1. (2) Given the product [C:1]([O:5][C:6]([N:8]1[CH2:13][CH2:12][CH:11]([C:14]2[CH:19]=[CH:18][C:17]([NH2:20])=[CH:16][CH:15]=2)[CH2:10][CH2:9]1)=[O:7])([CH3:4])([CH3:2])[CH3:3], predict the reactants needed to synthesize it. The reactants are: [C:1]([O:5][C:6]([N:8]1[CH2:13][CH:12]=[C:11]([C:14]2[CH:19]=[CH:18][C:17]([NH:20]C(OCC3C=CC=CC=3)=O)=[CH:16][CH:15]=2)[CH2:10][CH2:9]1)=[O:7])([CH3:4])([CH3:3])[CH3:2]. (3) Given the product [Br:1][C:2]1[CH:3]=[C:4]([S:9]([NH:12][C:13]2[C:18]([OH:19])=[CH:17][C:16]([CH:20]([CH3:22])[CH2:21][OH:32])=[CH:15][N:14]=2)(=[O:11])=[O:10])[CH:5]=[N:6][C:7]=1[Cl:8], predict the reactants needed to synthesize it. The reactants are: [Br:1][C:2]1[CH:3]=[C:4]([S:9]([NH:12][C:13]2[C:18]([OH:19])=[CH:17][C:16]([CH:20]([CH3:22])[CH3:21])=[CH:15][N:14]=2)(=[O:11])=[O:10])[CH:5]=[N:6][C:7]=1[Cl:8].NC1N=CC(C(C)C[OH:32])=CC=1OC.COC1C(N)=NC=C(C(C)C)C=1. (4) The reactants are: [CH3:1][O:2][C:3](=[O:11])[C:4]1[CH:9]=[CH:8][CH:7]=[CH:6][C:5]=1[NH2:10].[C:12]1([CH3:22])[CH:17]=[CH:16][C:15]([S:18](Cl)(=[O:20])=[O:19])=[CH:14][CH:13]=1. Given the product [CH3:1][O:2][C:3](=[O:11])[C:4]1[CH:9]=[CH:8][CH:7]=[CH:6][C:5]=1[NH:10][S:18]([C:15]1[CH:16]=[CH:17][C:12]([CH3:22])=[CH:13][CH:14]=1)(=[O:20])=[O:19], predict the reactants needed to synthesize it.